This data is from Full USPTO retrosynthesis dataset with 1.9M reactions from patents (1976-2016). The task is: Predict the reactants needed to synthesize the given product. (1) Given the product [C:21]1([N:27]2[C:5]([C:7]3[C:12](=[O:13])[CH:11]=[CH:10][N:9]([C:14]4[CH:15]=[N:16][CH:17]=[CH:18][CH:19]=4)[N:8]=3)=[CH:4][CH:3]=[N:2]2)[CH:26]=[CH:25][CH:24]=[CH:23][CH:22]=1, predict the reactants needed to synthesize it. The reactants are: C[N:2](C)[CH:3]=[CH:4][C:5]([C:7]1[C:12](=[O:13])[CH:11]=[CH:10][N:9]([C:14]2[CH:15]=[N:16][CH:17]=[CH:18][CH:19]=2)[N:8]=1)=O.[C:21]1([NH:27]N)[CH:26]=[CH:25][CH:24]=[CH:23][CH:22]=1. (2) Given the product [Cl:1][C:2]1[CH:25]=[CH:24][CH:23]=[CH:22][C:3]=1[CH2:4][O:5][C:6](=[O:21])[NH:7][C:8]1[CH:9]=[N:10][N:11]([CH2:13][C:14]2[O:15][C:16]([C:19](=[O:20])[CH2:26][CH3:27])=[CH:17][CH:18]=2)[CH:12]=1, predict the reactants needed to synthesize it. The reactants are: [Cl:1][C:2]1[CH:25]=[CH:24][CH:23]=[CH:22][C:3]=1[CH2:4][O:5][C:6](=[O:21])[NH:7][C:8]1[CH:9]=[N:10][N:11]([CH2:13][C:14]2[O:15][C:16]([CH:19]=[O:20])=[CH:17][CH:18]=2)[CH:12]=1.[CH2:26]([Mg]Br)[CH3:27]. (3) Given the product [F:1][C:2]1[CH:3]=[C:4]([C@@H:13]([NH:17][C:18]([N:20]2[CH2:25][C:24](=[O:26])[NH:23][C:22]3[CH:27]=[C:28]([CH3:31])[CH:29]=[N:30][C:21]2=3)=[O:19])[CH2:14][O:15][CH3:16])[CH:5]=[CH:6][C:7]=1[O:8][C:9]([F:11])([F:12])[F:10], predict the reactants needed to synthesize it. The reactants are: [F:1][C:2]1[CH:3]=[C:4]([CH:13]([NH:17][C:18]([N:20]2[CH2:25][C:24](=[O:26])[NH:23][C:22]3[CH:27]=[C:28]([CH3:31])[CH:29]=[N:30][C:21]2=3)=[O:19])[CH2:14][O:15][CH3:16])[CH:5]=[CH:6][C:7]=1[O:8][C:9]([F:12])([F:11])[F:10].C(=O)=O.CO. (4) Given the product [CH3:17][C:18]1[C:19]([N:25]2[CH2:26][CH2:27][N:28]([C:12]([C:11]3[CH:10]=[CH:9][C:8]([N:3]4[CH:2]([CH3:1])[CH2:6][CH2:5][C:4]4=[O:7])=[CH:16][CH:15]=3)=[O:14])[CH2:29][CH2:30]2)=[N:20][CH:21]=[C:22]([CH3:24])[CH:23]=1, predict the reactants needed to synthesize it. The reactants are: [CH3:1][CH:2]1[CH2:6][CH2:5][C:4](=[O:7])[N:3]1[C:8]1[CH:16]=[CH:15][C:11]([C:12]([OH:14])=O)=[CH:10][CH:9]=1.[CH3:17][C:18]1[C:19]([N:25]2[CH2:30][CH2:29][NH:28][CH2:27][CH2:26]2)=[N:20][CH:21]=[C:22]([CH3:24])[CH:23]=1.